Dataset: Retrosynthesis with 50K atom-mapped reactions and 10 reaction types from USPTO. Task: Predict the reactants needed to synthesize the given product. (1) Given the product COc1ccc(Cn2cc(C(=O)N[C@H]3CCCC[C@@H]3O)c3nccc(C)c32)cc1C, predict the reactants needed to synthesize it. The reactants are: COc1ccc(CCl)cc1C.Cc1ccnc2c(C(=O)N[C@H]3CCCC[C@@H]3O)c[nH]c12. (2) Given the product Nc1cc(CO)ccc1F, predict the reactants needed to synthesize it. The reactants are: O=[N+]([O-])c1cc(CO)ccc1F. (3) Given the product CON(Cc1ccc(Cl)cc1)C(=O)C=C1OC(C)(C)OC1=O, predict the reactants needed to synthesize it. The reactants are: CC1(C)OC(=O)C(=CC(=O)Cl)O1.CONCc1ccc(Cl)cc1. (4) Given the product CCCCc1ccc(N(CC(C)C)S(=O)(=O)c2ccc(OCC(=O)O)c(C)c2)c(C)c1, predict the reactants needed to synthesize it. The reactants are: CCCCc1ccc(NCC(C)C)c(C)c1.Cc1cc(S(=O)(=O)Cl)ccc1OCC(=O)O. (5) The reactants are: Cc1ccc(S)c(C)c1.FC(F)(F)c1ccc(I)c(Br)c1. Given the product Cc1ccc(Sc2ccc(C(F)(F)F)cc2Br)c(C)c1, predict the reactants needed to synthesize it. (6) Given the product Nc1ccc(CCNc2ncnc3cc(OCCCCl)ccc23)cc1, predict the reactants needed to synthesize it. The reactants are: ClCCCOc1ccc2c(Cl)ncnc2c1.NCCc1ccc(N)cc1. (7) The reactants are: CCC(C)NC.O=C(O)c1cc(-c2ccccc2Cl)nc2ccccc12. Given the product CCC(C)N(C)C(=O)c1cc(-c2ccccc2Cl)nc2ccccc12, predict the reactants needed to synthesize it. (8) Given the product CC(N)c1ncc(F)cn1, predict the reactants needed to synthesize it. The reactants are: CC(N=[N+]=[N-])c1ncc(F)cn1. (9) The reactants are: CN(C)C=O.C[C@]12CCC(=O)C=C1CC[C@@H]1C2=CC[C@]2(C)C(=C(Cl)C(Cl)S(=O)c3ccccc3)CC[C@@H]12. Given the product COC(=C1CC[C@H]2[C@@H]3CCC4=CC(=O)CC[C@]4(C)C3=CC[C@]12C)C(Cl)S(=O)c1ccccc1, predict the reactants needed to synthesize it. (10) Given the product COc1cncc(-c2cnc(N3CC(OC)C3)cc2N)c1, predict the reactants needed to synthesize it. The reactants are: COC1CNC1.COc1cncc(-c2cnc(Cl)cc2N)c1.